From a dataset of Catalyst prediction with 721,799 reactions and 888 catalyst types from USPTO. Predict which catalyst facilitates the given reaction. (1) Reactant: [CH:1]1[C:9]2[C:8]3[CH:10]=[CH:11][CH:12]=[CH:13][C:7]=3[O:6][C:5]=2[CH:4]=[CH:3][C:2]=1[CH2:14]O.O=S(Cl)[Cl:18]. The catalyst class is: 2. Product: [Cl:18][CH2:14][C:2]1[CH:3]=[CH:4][C:5]2[O:6][C:7]3[CH:13]=[CH:12][CH:11]=[CH:10][C:8]=3[C:9]=2[CH:1]=1. (2) Reactant: [F:1][C:2]1[CH:7]=[CH:6][C:5]([CH3:8])=[CH:4][C:3]=1[NH:9][C:10]([C:12]1[CH:13]=[C:14]([CH:28]=[CH:29][CH:30]=1)[O:15][C:16]1[CH:21]=[CH:20][N:19]=[C:18]2[CH:22]=[C:23]([C:25](O)=[O:26])[S:24][C:17]=12)=[O:11].C1C[N:34]([P+](ON2N=NC3C=CC=CC2=3)(N2CCCC2)N2CCCC2)[CH2:33][CH2:32]1.F[P-](F)(F)(F)(F)F.C(N(CC)C(C)C)(C)C.C(N)C.C1COCC1.Cl. Product: [CH2:33]([NH:34][C:25]([C:23]1[S:24][C:17]2[C:18](=[N:19][CH:20]=[CH:21][C:16]=2[O:15][C:14]2[CH:28]=[CH:29][CH:30]=[C:12]([C:10]([NH:9][C:3]3[CH:4]=[C:5]([CH3:8])[CH:6]=[CH:7][C:2]=3[F:1])=[O:11])[CH:13]=2)[CH:22]=1)=[O:26])[CH3:32]. The catalyst class is: 18. (3) Reactant: N[C:2]1[C:7]([CH3:8])=[C:6]([CH3:9])[C:5]([Br:10])=[CH:4][N:3]=1.N([O-])=[O:12].[Na+]. Product: [OH:12][C:2]1[C:7]([CH3:8])=[C:6]([CH3:9])[C:5]([Br:10])=[CH:4][N:3]=1. The catalyst class is: 561. (4) Reactant: [CH3:1][S:2](Cl)(=[O:4])=[O:3].[NH2:6][C:7]1[C:8]2[C:15]([C:16]3[CH:21]=[CH:20][C:19]([O:22][C:23]4[CH:28]=[CH:27][CH:26]=[CH:25][CH:24]=4)=[CH:18][CH:17]=3)=[CH:14][N:13]([CH:29]3[CH2:34][CH2:33][CH:32]([CH2:35][CH2:36][OH:37])[CH2:31][CH2:30]3)[C:9]=2[N:10]=[CH:11][N:12]=1.C(N(CC)CC)C. Product: [CH3:1][S:2]([O:37][CH2:36][CH2:35][CH:32]1[CH2:31][CH2:30][CH:29]([N:13]2[C:9]3[N:10]=[CH:11][N:12]=[C:7]([NH2:6])[C:8]=3[C:15]([C:16]3[CH:17]=[CH:18][C:19]([O:22][C:23]4[CH:28]=[CH:27][CH:26]=[CH:25][CH:24]=4)=[CH:20][CH:21]=3)=[CH:14]2)[CH2:34][CH2:33]1)(=[O:4])=[O:3]. The catalyst class is: 4.